Dataset: hERG Central: cardiac toxicity at 1µM, 10µM, and general inhibition. Task: Predict hERG channel inhibition at various concentrations. (1) The molecule is O=C(COc1ccc(C(=O)NCc2cccnc2)cc1)Nc1cccc(C(F)(F)F)c1. Results: hERG_inhib (hERG inhibition (general)): blocker. (2) The drug is O=C(Nc1cccc(-c2cccc(Cl)c2)c1)C1CCN(Cc2ccccn2)CC1. Results: hERG_inhib (hERG inhibition (general)): blocker. (3) The drug is COc1ccc(SC[C@H](CC(C)C)N2CCN(CCc3ccccc3)CCC2=O)cc1. Results: hERG_inhib (hERG inhibition (general)): blocker. (4) The molecule is CCc1ccc(-n2c(SCc3cc(=O)n4cc(Br)ccc4n3)nc3[nH]ncc3c2=O)cc1. Results: hERG_inhib (hERG inhibition (general)): blocker. (5) The molecule is Cn1c(CCN2CCCCC2)nc2cc(NC(=O)COc3ccc(Cl)cc3)ccc21. Results: hERG_inhib (hERG inhibition (general)): blocker. (6) The drug is O=C(C1CC(=O)N(c2ccc(F)cc2)C1)N1CCN(c2ccccc2)CC1. Results: hERG_inhib (hERG inhibition (general)): blocker. (7) Results: hERG_inhib (hERG inhibition (general)): blocker. The compound is CCOC(=O)N1CCN(C(=O)C2CCN(c3nnc(-n4cccc4)s3)CC2)CC1. (8) Results: hERG_inhib (hERG inhibition (general)): blocker. The compound is CCN(Cc1ccc(OC)c(COC)c1)CC1CCCN(CCc2cccc(F)c2)C1. (9) The drug is O=C(/C=C/c1ccc2ccccc2n1)N1CCN(c2ccccc2)CC1. Results: hERG_inhib (hERG inhibition (general)): blocker.